This data is from Forward reaction prediction with 1.9M reactions from USPTO patents (1976-2016). The task is: Predict the product of the given reaction. Given the reactants [CH2:1]([O:3][C:4](=[O:17])[CH2:5][C:6]1[CH:11]=[CH:10][C:9]([S:12][CH2:13][C:14](=O)[CH3:15])=[CH:8][CH:7]=1)[CH3:2].Cl.[Cl:19][C:20]1[CH:21]=[C:22]([NH:26]N)[CH:23]=[CH:24][CH:25]=1, predict the reaction product. The product is: [CH2:1]([O:3][C:4](=[O:17])[CH2:5][C:6]1[CH:11]=[CH:10][C:9]([S:12][C:13]2[C:23]3[C:22](=[CH:21][C:20]([Cl:19])=[CH:25][CH:24]=3)[NH:26][C:14]=2[CH3:15])=[CH:8][CH:7]=1)[CH3:2].